From a dataset of Forward reaction prediction with 1.9M reactions from USPTO patents (1976-2016). Predict the product of the given reaction. (1) Given the reactants Br[C:2]1[CH:7]=[CH:6][C:5]([O:8][CH3:9])=[CH:4][CH:3]=1.[Mg].II.Cl[P:14](=[O:27])([C:21]1[CH:26]=[CH:25][CH:24]=[CH:23][CH:22]=1)[C:15]1[CH:20]=[CH:19][CH:18]=[CH:17][CH:16]=1, predict the reaction product. The product is: [CH3:9][O:8][C:5]1[CH:6]=[CH:7][C:2]([P:14](=[O:27])([C:21]2[CH:22]=[CH:23][CH:24]=[CH:25][CH:26]=2)[C:15]2[CH:20]=[CH:19][CH:18]=[CH:17][CH:16]=2)=[CH:3][CH:4]=1. (2) Given the reactants [F:1][C:2]([F:14])([F:13])[C:3]([NH:5][C:6]1[CH:11]=[CH:10][C:9]([Cl:12])=[CH:8][CH:7]=1)=O.P([Cl:31])(OC1C=CC=CC=1)(OC1C=CC=CC=1)=O.C(N(CC)CC)C.C(#N)C, predict the reaction product. The product is: [Cl:12][C:9]1[CH:10]=[CH:11][C:6]([N:5]=[C:3]([Cl:31])[C:2]([F:14])([F:13])[F:1])=[CH:7][CH:8]=1. (3) Given the reactants [N+:1]([C:4]1[CH:9]=[CH:8][C:7](F)=[CH:6][CH:5]=1)([O-:3])=[O:2].[CH2:11]([OH:16])[CH2:12][CH2:13][CH2:14][OH:15].[OH-].[K+], predict the reaction product. The product is: [N+:1]([C:4]1[CH:9]=[CH:8][C:7]([O:15][CH2:14][CH2:13][CH2:12][CH2:11][OH:16])=[CH:6][CH:5]=1)([O-:3])=[O:2].